From a dataset of Catalyst prediction with 721,799 reactions and 888 catalyst types from USPTO. Predict which catalyst facilitates the given reaction. (1) Reactant: CCOC(/N=N/C(OCC)=O)=O.[OH:13][C@@H:14]1[CH2:19][CH2:18][CH2:17][N:16]([C:20]([O:22][C:23]([CH3:26])([CH3:25])[CH3:24])=[O:21])[CH2:15]1.[Cl:27][C:28]1[C:37]2[C:32](=[CH:33][C:34](O)=[C:35]([O:38][CH3:39])[CH:36]=2)[N:31]=[CH:30][N:29]=1.C1(P(C2C=CC=CC=2)C2C=CC=CC=2)C=CC=CC=1. Product: [Cl:27][C:28]1[C:37]2[C:32](=[CH:33][C:34]([O:13][C@H:14]3[CH2:19][CH2:18][CH2:17][N:16]([C:20]([O:22][C:23]([CH3:26])([CH3:25])[CH3:24])=[O:21])[CH2:15]3)=[C:35]([O:38][CH3:39])[CH:36]=2)[N:31]=[CH:30][N:29]=1. The catalyst class is: 2. (2) Reactant: [C:1]([C:4]1[CH:9]=[CH:8][C:7]([C:10]2[C:19]([N:20]([CH:22]([CH3:24])[CH3:23])[CH3:21])=[N:18][C:17]3[C:12](=[CH:13][CH:14]=[C:15]([C:25]([O:27]C)=[O:26])[CH:16]=3)[N:11]=2)=[CH:6][CH:5]=1)(=[O:3])[NH2:2].[OH-].[Na+].O. Product: [C:1]([C:4]1[CH:5]=[CH:6][C:7]([C:10]2[C:19]([N:20]([CH:22]([CH3:24])[CH3:23])[CH3:21])=[N:18][C:17]3[C:12](=[CH:13][CH:14]=[C:15]([C:25]([OH:27])=[O:26])[CH:16]=3)[N:11]=2)=[CH:8][CH:9]=1)(=[O:3])[NH2:2]. The catalyst class is: 5. (3) Reactant: [C:1]([O:5][C:6]([N:8]1[CH2:13][CH2:12][CH:11]([SH:14])[CH2:10][CH2:9]1)=[O:7])([CH3:4])([CH3:3])[CH3:2].[Cl:15][C:16]1[C:21]([CH3:22])=[C:20](Cl)[N:19]=[CH:18][N:17]=1.CC(C)([O-])C.[Na+]. Product: [C:1]([O:5][C:6]([N:8]1[CH2:13][CH2:12][CH:11]([S:14][C:20]2[C:21]([CH3:22])=[C:16]([Cl:15])[N:17]=[CH:18][N:19]=2)[CH2:10][CH2:9]1)=[O:7])([CH3:4])([CH3:2])[CH3:3]. The catalyst class is: 1. (4) Reactant: [C:1]([O:5][C:6]([N:8]1[CH2:13][CH2:12][N:11]2[C:14]([C:21]3[CH:22]=[N:23][CH:24]=[CH:25][CH:26]=3)=[C:15]([Cl:20])[C:16]([C:17](=O)[NH2:18])=[C:10]2[CH2:9]1)=[O:7])([CH3:4])([CH3:3])[CH3:2].COC1C=CC(P(=S)=[S:36])=CC=1. Product: [C:1]([O:5][C:6]([N:8]1[CH2:13][CH2:12][N:11]2[C:14]([C:21]3[CH:22]=[N:23][CH:24]=[CH:25][CH:26]=3)=[C:15]([Cl:20])[C:16]([C:17](=[S:36])[NH2:18])=[C:10]2[CH2:9]1)=[O:7])([CH3:4])([CH3:3])[CH3:2]. The catalyst class is: 11. (5) The catalyst class is: 3. Reactant: [CH3:1][O:2][C:3]1[N:8]=[C:7]2[N:9]=[C:10]([S:12][CH2:13][C:14]3[C:19]([CH3:20])=[C:18]([O:21][CH3:22])[C:17]([CH3:23])=[CH:16][N:15]=3)[NH:11][C:6]2=[CH:5][CH:4]=1.[O-:24]O.C1(C(C)C)C=CC=CC=1. Product: [CH3:23][C:17]1[C:18]([O:21][CH3:22])=[C:19]([CH3:20])[C:14]([CH2:13][S@@:12]([C:10]2[NH:11][C:6]3[CH:5]=[CH:4][C:3]([O:2][CH3:1])=[N:8][C:7]=3[N:9]=2)=[O:24])=[N:15][CH:16]=1. (6) Reactant: [CH3:1][O:2][C:3]1[N:4]=[CH:5][C:6]([O:9][C:10]2[CH:15]=[C:14]([CH3:16])[C:13]([C:17]3[N:18]=[C:19]([NH2:22])[S:20][CH:21]=3)=[C:12]([CH3:23])[CH:11]=2)=[N:7][CH:8]=1.C(N(CC)CC)C.Cl.[C:32](Cl)(=[O:39])[C:33]1[CH:38]=[CH:37][N:36]=[CH:35][CH:34]=1. Product: [CH3:1][O:2][C:3]1[N:4]=[CH:5][C:6]([O:9][C:10]2[CH:15]=[C:14]([CH3:16])[C:13]([C:17]3[N:18]=[C:19]([NH:22][C:32](=[O:39])[C:33]4[CH:38]=[CH:37][N:36]=[CH:35][CH:34]=4)[S:20][CH:21]=3)=[C:12]([CH3:23])[CH:11]=2)=[N:7][CH:8]=1. The catalyst class is: 1. (7) Reactant: Cl[C:2]1[CH:7]=[CH:6][N:5]2[N:8]=[CH:9][C:10]([C:11]([O:13][CH2:14][CH3:15])=[O:12])=[C:4]2[N:3]=1.[NH2:16][C:17]1[CH:22]=[CH:21][CH:20]=[C:19]([C:23]([F:26])([F:25])[F:24])[N:18]=1.C1(P(C2C=CC=CC=2)C2C3OC4C(=CC=CC=4P(C4C=CC=CC=4)C4C=CC=CC=4)C(C)(C)C=3C=CC=2)C=CC=CC=1.CC(C)([O-])C.[Na+]. Product: [F:26][C:23]([F:24])([F:25])[C:19]1[N:18]=[C:17]([NH:16][C:2]2[CH:7]=[CH:6][N:5]3[N:8]=[CH:9][C:10]([C:11]([O:13][CH2:14][CH3:15])=[O:12])=[C:4]3[N:3]=2)[CH:22]=[CH:21][CH:20]=1. The catalyst class is: 187. (8) Reactant: [NH2:1][C:2]1[CH:3]=[C:4]([CH:8]=[CH:9][C:10]=1[NH:11][CH2:12][CH2:13][CH2:14][NH:15][C:16]([O:18][C:19]([CH3:22])([CH3:21])[CH3:20])=[O:17])[C:5]([OH:7])=[O:6].[CH3:23][C:24](C)(C)C([O-])([O-])[O-]. Product: [C:19]([O:18][C:16]([NH:15][CH2:14][CH2:13][CH2:12][N:11]1[C:10]2[CH:9]=[CH:8][C:4]([C:5]([OH:7])=[O:6])=[CH:3][C:2]=2[N:1]=[C:23]1[CH3:24])=[O:17])([CH3:22])([CH3:21])[CH3:20]. The catalyst class is: 12. (9) Reactant: Cl[C:2]1[N:7]=[CH:6][N:5]=[C:4]([NH:8][C:9]2[CH:14]=[CH:13][C:12]([N:15]3[CH2:20][CH2:19][N:18]([CH:21]4[CH2:24][O:23][CH2:22]4)[CH2:17][CH2:16]3)=[C:11]([O:25][CH3:26])[CH:10]=2)[N:3]=1.[F:27][C@H:28]1[C@@H:33]([O:34][C:35]2[CH:42]=[CH:41][C:40](B3OC(C)(C)C(C)(C)O3)=[CH:39][C:36]=2[C:37]#[N:38])[CH2:32][CH2:31][N:30]([C:52](=[O:56])[C@@H:53]([OH:55])[CH3:54])[CH2:29]1.C(=O)([O-])[O-].[Na+].[Na+]. Product: [F:27][C@H:28]1[C@@H:33]([O:34][C:35]2[CH:42]=[CH:41][C:40]([C:2]3[N:3]=[C:4]([NH:8][C:9]4[CH:14]=[CH:13][C:12]([N:15]5[CH2:20][CH2:19][N:18]([CH:21]6[CH2:24][O:23][CH2:22]6)[CH2:17][CH2:16]5)=[C:11]([O:25][CH3:26])[CH:10]=4)[N:5]=[CH:6][N:7]=3)=[CH:39][C:36]=2[C:37]#[N:38])[CH2:32][CH2:31][N:30]([C:52](=[O:56])[C@@H:53]([OH:55])[CH3:54])[CH2:29]1. The catalyst class is: 104.